Dataset: Full USPTO retrosynthesis dataset with 1.9M reactions from patents (1976-2016). Task: Predict the reactants needed to synthesize the given product. (1) Given the product [F:12][C:11]1[CH:10]=[CH:9][C:4]2[C:5](=[O:6])[NH:7][O:13][C:3]=2[C:2]=1[F:1], predict the reactants needed to synthesize it. The reactants are: [F:1][C:2]1[C:3]([OH:13])=[C:4]([CH:9]=[CH:10][C:11]=1[F:12])[C:5]([NH:7]O)=[O:6].C(C1NC=CN=1)(C1NC=CN=1)=O. (2) Given the product [Cl:1][C:2]1[CH:3]=[C:4]([N:12]([CH2:29][CH3:30])[C@H:13]2[CH2:18][CH2:17][C@H:16]([N:19]([CH3:28])[CH:20]([C:22]3[CH:23]=[N:24][CH:25]=[CH:26][CH:27]=3)[CH3:21])[CH2:15][CH2:14]2)[C:5]([CH3:11])=[C:6]([CH:10]=1)[C:7]([NH:70][CH2:69][C:68]1[C:64]([O:63][CH3:62])=[N:65][N:66]([CH3:72])[C:67]=1[CH3:71])=[O:8], predict the reactants needed to synthesize it. The reactants are: [Cl:1][C:2]1[CH:3]=[C:4]([N:12]([CH2:29][CH3:30])[C@H:13]2[CH2:18][CH2:17][C@H:16]([N:19]([CH3:28])[CH:20]([C:22]3[CH:23]=[N:24][CH:25]=[CH:26][CH:27]=3)[CH3:21])[CH2:15][CH2:14]2)[C:5]([CH3:11])=[C:6]([CH:10]=1)[C:7](O)=[O:8].CN(C(ON1N=NC2C=CC=CC1=2)=[N+](C)C)C.[B-](F)(F)(F)F.CCN(C(C)C)C(C)C.[CH3:62][O:63][C:64]1[C:68]([CH2:69][NH2:70])=[C:67]([CH3:71])[N:66]([CH3:72])[N:65]=1. (3) The reactants are: FC(F)(F)C(O)=O.[CH3:8][O:9][C:10](=[O:52])[CH2:11][C:12]1[CH:13]=[N:14][CH:15]=[C:16]([C:18]2[CH:23]=[CH:22][C:21]([C:24]([CH2:49][CH3:50])([C:27]3[CH:32]=[CH:31][C:30]([CH2:33][CH2:34][C:35]([O:44]COC)([C:40]([F:43])([F:42])[F:41])[C:36]([F:39])([F:38])[F:37])=[C:29]([CH3:48])[CH:28]=3)[CH2:25][CH3:26])=[CH:20][C:19]=2[CH3:51])[CH:17]=1. Given the product [CH3:8][O:9][C:10](=[O:52])[CH2:11][C:12]1[CH:13]=[N:14][CH:15]=[C:16]([C:18]2[CH:23]=[CH:22][C:21]([C:24]([CH2:25][CH3:26])([C:27]3[CH:32]=[CH:31][C:30]([CH2:33][CH2:34][C:35]([OH:44])([C:36]([F:37])([F:39])[F:38])[C:40]([F:42])([F:43])[F:41])=[C:29]([CH3:48])[CH:28]=3)[CH2:49][CH3:50])=[CH:20][C:19]=2[CH3:51])[CH:17]=1, predict the reactants needed to synthesize it. (4) Given the product [CH3:17][N:18]([CH3:19])[C:2]1[CH:7]=[CH:6][C:5]([B:8]2[O:12][C:11]([CH3:14])([CH3:13])[C:10]([CH3:16])([CH3:15])[O:9]2)=[CH:4][N:3]=1, predict the reactants needed to synthesize it. The reactants are: Cl[C:2]1[CH:7]=[CH:6][C:5]([B:8]2[O:12][C:11]([CH3:14])([CH3:13])[C:10]([CH3:16])([CH3:15])[O:9]2)=[CH:4][N:3]=1.[CH3:17][NH:18][CH3:19].